Task: Predict the reaction yield, written as a fraction of the theoretical maximum amount of product (1.0 means a 100% yield; for example, 0.34 means a 34% yield).. Dataset: Reaction yield outcomes from USPTO patents with 853,638 reactions (1) The reactants are [Br:1][C:2]1[CH:3]=[C:4]([N+:12]([O-:14])=[O:13])[C:5]([CH3:11])=[C:6]([CH:10]=1)[C:7]([OH:9])=[O:8].[C:15]([O-])([O-])=O.[Na+].[Na+].IC. The catalyst is CN(C=O)C.O. The product is [Br:1][C:2]1[CH:3]=[C:4]([N+:12]([O-:14])=[O:13])[C:5]([CH3:11])=[C:6]([CH:10]=1)[C:7]([O:9][CH3:15])=[O:8]. The yield is 0.610. (2) The reactants are [CH2:1]([N:8]1[CH2:14][C:13]2[C:15]([N+:21]([O-])=O)=[C:16]([O:19][CH3:20])[CH:17]=[CH:18][C:12]=2[NH:11][C:10](=[O:24])[CH2:9]1)[C:2]1[CH:7]=[CH:6][CH:5]=[CH:4][CH:3]=1. The catalyst is CO.[Ni]. The product is [NH2:21][C:15]1[C:13]2[CH2:14][N:8]([CH2:1][C:2]3[CH:7]=[CH:6][CH:5]=[CH:4][CH:3]=3)[CH2:9][C:10](=[O:24])[NH:11][C:12]=2[CH:18]=[CH:17][C:16]=1[O:19][CH3:20]. The yield is 0.980. (3) The reactants are C([O:5][C:6](=[O:34])[C@@H:7]([N:10]1[C:15](=[O:16])[C:14]2[N:17]=[CH:18][CH:19]=[CH:20][C:13]=2[N:12]([CH2:21][C:22]2[C:26]3[C:27]([CH3:32])=[CH:28][C:29]([CH3:31])=[CH:30][C:25]=3[S:24][N:23]=2)[C:11]1=[O:33])[CH2:8][CH3:9])(C)(C)C. The catalyst is FC(F)(F)C(O)=O.ClCCl. The product is [CH3:32][C:27]1[C:26]2[C:22]([CH2:21][N:12]3[C:13]4[CH:20]=[CH:19][CH:18]=[N:17][C:14]=4[C:15](=[O:16])[N:10]([C@@H:7]([CH2:8][CH3:9])[C:6]([OH:34])=[O:5])[C:11]3=[O:33])=[N:23][S:24][C:25]=2[CH:30]=[C:29]([CH3:31])[CH:28]=1. The yield is 0.890. (4) The reactants are CC([N:5]([C@@H:9]([CH2:13][C:14]1[CH:19]=[CH:18][C:17]([Br:20])=[CH:16][CH:15]=1)[CH2:10][CH2:11][OH:12])C(=O)[O-])(C)C.[ClH:21].O1CCOCC1. No catalyst specified. The product is [ClH:21].[NH2:5][C@@H:9]([CH2:13][C:14]1[CH:15]=[CH:16][C:17]([Br:20])=[CH:18][CH:19]=1)[CH2:10][CH2:11][OH:12]. The yield is 0.940.